From a dataset of Reaction yield outcomes from USPTO patents with 853,638 reactions. Predict the reaction yield, written as a fraction of the theoretical maximum amount of product (1.0 means a 100% yield; for example, 0.34 means a 34% yield). (1) The reactants are C[N:2](C)[CH:3]=[CH:4][C:5]([C:7]1[C:12](=[O:13])[CH:11]=[CH:10][N:9]([C:14]2[CH:19]=[CH:18][CH:17]=[C:16]([C:20]([F:23])([F:22])[F:21])[CH:15]=2)[N:8]=1)=O.Cl.Cl.[CH2:27]([NH:34]N)[C:28]1[CH:33]=[CH:32][CH:31]=[CH:30][CH:29]=1.CCN(CC)CC.Cl. The catalyst is CO. The product is [CH2:27]([N:34]1[C:5]([C:7]2[C:12](=[O:13])[CH:11]=[CH:10][N:9]([C:14]3[CH:19]=[CH:18][CH:17]=[C:16]([C:20]([F:23])([F:22])[F:21])[CH:15]=3)[N:8]=2)=[CH:4][CH:3]=[N:2]1)[C:28]1[CH:33]=[CH:32][CH:31]=[CH:30][CH:29]=1. The yield is 0.470. (2) The reactants are [CH3:1][O:2][C:3]1[CH:8]=[CH:7][C:6]([N+:9]([O-:11])=[O:10])=[CH:5][C:4]=1[NH:12][C:13](=[O:16])[CH2:14][CH3:15].[H-].[Na+].I[CH3:20]. No catalyst specified. The product is [CH3:1][O:2][C:3]1[CH:8]=[CH:7][C:6]([N+:9]([O-:11])=[O:10])=[CH:5][C:4]=1[N:12]([CH3:20])[C:13](=[O:16])[CH2:14][CH3:15]. The yield is 0.950. (3) The reactants are [Cl:1][C:2]1[CH:3]=[C:4]2[C:9](=[CH:10][C:11]=1[OH:12])[O:8][CH:7]([C:13]([O:15][CH2:16]C)=[O:14])[CH2:6][CH2:5]2.[H-].[Na+].[CH2:20](Br)[C:21]1[CH:26]=[CH:25][CH:24]=[CH:23][CH:22]=1. The catalyst is C1COCC1. The product is [CH2:20]([O:12][C:11]1[CH:10]=[C:9]2[C:4]([CH2:5][CH2:6][CH:7]([C:13]([O:15][CH3:16])=[O:14])[O:8]2)=[CH:3][C:2]=1[Cl:1])[C:21]1[CH:26]=[CH:25][CH:24]=[CH:23][CH:22]=1. The yield is 0.0690. (4) The reactants are N12CCCN=C1CCCCC2.Cl.[NH2:13][CH2:14][C:15]1[CH:23]=[CH:22][CH:21]=[C:20]2[C:16]=1[C:17](=[O:33])[N:18]([CH:25]1[CH2:30][CH2:29][C:28](=[O:31])[NH:27][C:26]1=[O:32])[C:19]2=[O:24].[N+](C1C=CC([N:43]([CH:47]2[CH2:51][CH2:50][CH2:49][CH2:48]2)[C:44](=O)[O-:45])=CC=1)([O-])=O. The catalyst is C(#N)C. The product is [O:32]=[C:26]1[CH:25]([N:18]2[C:17](=[O:33])[C:16]3[C:20](=[CH:21][CH:22]=[CH:23][C:15]=3[CH2:14][NH:13][C:44]([NH:43][CH:47]3[CH2:51][CH2:50][CH2:49][CH2:48]3)=[O:45])[C:19]2=[O:24])[CH2:30][CH2:29][C:28](=[O:31])[NH:27]1. The yield is 0.270. (5) The product is [F:13][C:14]1[CH:19]=[CH:18][C:17]([F:20])=[CH:16][C:15]=1[O:21][C:4]1[CH:9]=[CH:8][C:7]([N+:10]([O-:12])=[O:11])=[CH:6][CH:5]=1. The yield is 0.810. The reactants are [H-].[Na+].F[C:4]1[CH:9]=[CH:8][C:7]([N+:10]([O-:12])=[O:11])=[CH:6][CH:5]=1.[F:13][C:14]1[CH:19]=[CH:18][C:17]([F:20])=[CH:16][C:15]=1[OH:21]. The catalyst is CN(C)C=O.O.Cl[Cu]. (6) The reactants are [N:1]([C:9](OC(C)C)=O)=[N:2][C:3](OC(C)C)=O.[C:15]([O:20][CH3:21])(=[O:19])[C@@H:16]([CH3:18])[OH:17].[C:22]1(P([C:22]2[CH:27]=[CH:26][CH:25]=[CH:24][CH:23]=2)[C:22]2[CH:27]=[CH:26][CH:25]=[CH:24][CH:23]=2)[CH:27]=[CH:26][CH:25]=[CH:24][CH:23]=1.O1CCC[CH2:42]1. The catalyst is C(OCC)C. The product is [CH3:21][O:20][C:15](=[O:19])[C@@H:16]([O:17][C:22]1[CH:27]=[CH:26][CH:25]=[C:24]([C:9]2[NH:1][N:2]=[CH:3][CH:42]=2)[CH:23]=1)[CH3:18]. The yield is 0.540. (7) The reactants are [CH3:1][C:2]1(C)C(C)(C)OB(C=C)O1.Cl[C:13]1[CH:14]=[CH:15][C:16]2[N:17]([C:19]([CH2:22][NH:23][C:24](=[O:30])[O:25][C:26]([CH3:29])([CH3:28])[CH3:27])=[N:20][N:21]=2)[N:18]=1.C(=O)([O-])[O-].[Cs+].[Cs+].O. The catalyst is O1CCOCC1.C1C=CC(P(C2C=CC=CC=2)[C-]2C=CC=C2)=CC=1.C1C=CC(P(C2C=CC=CC=2)[C-]2C=CC=C2)=CC=1.Cl[Pd]Cl.[Fe+2].C(Cl)Cl. The product is [CH:1]([C:13]1[CH:14]=[CH:15][C:16]2[N:17]([C:19]([CH2:22][NH:23][C:24](=[O:30])[O:25][C:26]([CH3:29])([CH3:28])[CH3:27])=[N:20][N:21]=2)[N:18]=1)=[CH2:2]. The yield is 0.950. (8) The yield is 0.313. The product is [OH:32][S:29]([C:28]([F:34])([F:33])[F:27])(=[O:31])=[O:30].[C:25](=[NH:24])([O:18][CH2:17][CH2:16][C:12]1[CH:13]=[C:14]([F:15])[C:9]([O:8][C:5]2[CH:6]=[CH:7][C:2]([Cl:1])=[C:3]([C:20]([F:23])([F:22])[F:21])[CH:4]=2)=[C:10]([F:19])[CH:11]=1)[NH2:26]. The catalyst is C1COCC1. The reactants are [Cl:1][C:2]1[CH:7]=[CH:6][C:5]([O:8][C:9]2[C:14]([F:15])=[CH:13][C:12]([CH2:16][CH2:17][OH:18])=[CH:11][C:10]=2[F:19])=[CH:4][C:3]=1[C:20]([F:23])([F:22])[F:21].[N:24]#[C:25][NH2:26].[F:27][C:28]([F:34])([F:33])[S:29]([OH:32])(=[O:31])=[O:30]. (9) The reactants are CC1NC(C)=CC=1C1C=C[CH:10]=[C:9]([C:13]2[CH:18]=[CH:17][C:16]([C:19]3[CH:24]=[CH:23][C:22]([CH2:25][N:26]4[CH2:31][CH2:30][N:29]([CH2:32]CC5C=CC=CC=5)[CH2:28][CH2:27]4)=[CH:21][CH:20]=3)=[CH:15][CH:14]=2)[N:8]=1.Cl.NO.O.Cl. The catalyst is C(O)C. The product is [CH2:32]([N:29]1[CH2:28][CH2:27][N:26]([CH2:25][C:22]2[CH:23]=[CH:24][C:19]([C:16]3[CH:15]=[CH:14][C:13]([C:9]4[N:8]=[C:9]([NH2:8])[CH:13]=[CH:14][CH:10]=4)=[CH:18][CH:17]=3)=[CH:20][CH:21]=2)[CH2:31][CH2:30]1)[CH2:16][C:19]1[CH:24]=[CH:23][CH:22]=[CH:21][CH:20]=1. The yield is 0.550. (10) The yield is 0.210. No catalyst specified. The reactants are [NH:1]1[C:9]2[C:4](=[CH:5][CH:6]=[CH:7][CH:8]=2)[CH2:3][C:2]1=[O:10].[CH:11]([C:13]1[CH:21]=[C:20]2[C:16]([C:17](/[CH:22]=[CH:23]/[C:24]([OH:26])=[O:25])=[N:18][NH:19]2)=[CH:15][CH:14]=1)=O. The product is [O:10]=[C:2]1[NH:1][C:9]2[C:4](/[C:3]/1=[CH:11]\[C:13]1[CH:21]=[C:20]3[C:16]([C:17](/[CH:22]=[CH:23]/[C:24]([OH:26])=[O:25])=[N:18][NH:19]3)=[CH:15][CH:14]=1)=[CH:5][CH:6]=[CH:7][CH:8]=2.